From a dataset of Full USPTO retrosynthesis dataset with 1.9M reactions from patents (1976-2016). Predict the reactants needed to synthesize the given product. The reactants are: [CH3:1][C:2]1[N:3]=[C:4]([NH2:8])[S:5][C:6]=1[CH3:7].Br[CH2:10][CH2:11][O:12][C:13]1[CH:18]=[CH:17][CH:16]=[CH:15][CH:14]=1.[C:19]12([C:29](O)=[O:30])[CH2:28][CH:23]3[CH2:24][CH:25]([CH2:27][CH:21]([CH2:22]3)[CH2:20]1)[CH2:26]2. Given the product [CH3:1][C:2]1[N:3]([CH2:10][CH2:11][O:12][C:13]2[CH:18]=[CH:17][CH:16]=[CH:15][CH:14]=2)/[C:4](=[N:8]/[C:29]([C:19]23[CH2:28][CH:23]4[CH2:22][CH:21]([CH2:27][CH:25]([CH2:24]4)[CH2:26]2)[CH2:20]3)=[O:30])/[S:5][C:6]=1[CH3:7], predict the reactants needed to synthesize it.